Dataset: Full USPTO retrosynthesis dataset with 1.9M reactions from patents (1976-2016). Task: Predict the reactants needed to synthesize the given product. (1) Given the product [Si:1]([O:18][C@@H:19]1[CH2:24][CH2:23][CH2:22][C@H:21]([CH2:25][CH2:26][C:39]([CH3:40])([CH3:41])[C:50]([O:49][C:45]([CH3:48])([CH3:47])[CH3:46])=[O:51])[CH2:20]1)([C:14]([CH3:17])([CH3:15])[CH3:16])([C:8]1[CH:13]=[CH:12][CH:11]=[CH:10][CH:9]=1)[C:2]1[CH:3]=[CH:4][CH:5]=[CH:6][CH:7]=1, predict the reactants needed to synthesize it. The reactants are: [Si:1]([O:18][C@@H:19]1[CH2:24][CH2:23][CH2:22][C@H:21]([CH2:25][CH2:26]CC(OC(C)(C)C)=O)[CH2:20]1)([C:14]([CH3:17])([CH3:16])[CH3:15])([C:8]1[CH:13]=[CH:12][CH:11]=[CH:10][CH:9]=1)[C:2]1[CH:7]=[CH:6][CH:5]=[CH:4][CH:3]=1.C([N-][CH:39]([CH3:41])[CH3:40])(C)C.[Li+].CI.[C:45]([O:49][CH3:50])([CH3:48])([CH3:47])[CH3:46].[O:51]1CCCC1. (2) Given the product [Cl:1][C:2]1[CH:7]=[CH:6][C:5]([CH:8]([C:33]2[CH:34]=[CH:35][C:36]([Cl:39])=[CH:37][CH:38]=2)[C:9]2[CH:10]=[C:11]3[C:16](=[CH:17][CH:18]=2)[N:15]=[CH:14][N:13]=[C:12]3[NH:19][CH:20]2[CH2:21][CH2:22][NH:23][CH2:24][CH2:25]2)=[CH:4][CH:3]=1, predict the reactants needed to synthesize it. The reactants are: [Cl:1][C:2]1[CH:7]=[CH:6][C:5]([CH:8]([C:33]2[CH:38]=[CH:37][C:36]([Cl:39])=[CH:35][CH:34]=2)[C:9]2[CH:10]=[C:11]3[C:16](=[CH:17][CH:18]=2)[N:15]=[CH:14][N:13]=[C:12]3[NH:19][CH:20]2[CH2:25][CH2:24][N:23](C(OC(C)(C)C)=O)[CH2:22][CH2:21]2)=[CH:4][CH:3]=1.C(O)(C(F)(F)F)=O. (3) Given the product [CH:1]1([N:5]2[C:9]3[CH:10]=[CH:11][C:12]([C:14]([OH:16])=[O:15])=[CH:13][C:8]=3[N:7]=[N:6]2)[CH2:2][CH2:3][CH2:4]1, predict the reactants needed to synthesize it. The reactants are: [CH:1]1([N:5]2[C:9]3[C:10](F)=[CH:11][C:12]([C:14]([OH:16])=[O:15])=[CH:13][C:8]=3[N:7]=[N:6]2)[CH2:4][CH2:3][CH2:2]1.C1(N2C3C=C(F)C(C(O)=O)=CC=3N=N2)CCC1.C1(N2C3C=CC(C(O)=O)=C(F)C=3N=N2)CCC1.C1(N2C3C(F)=C(F)C(C(O)=O)=CC=3N=N2)CCC1.C1(N2C3C(F)=CC(C(O)=O)=C(F)C=3N=N2)CCC1.C1(N2C3C=C(F)C(C(O)=O)=C(F)C=3N=N2)CCC1.C1(N2C3C(F)=C(F)C(C(O)=O)=C(F)C=3N=N2)CCC1.C1(N2C3C(Cl)=CC(C(O)=O)=CC=3N=N2)CCC1.C1(N2C3C=C(Cl)C(C(O)=O)=CC=3N=N2)CCC1.C1(N2C3C=CC(C(O)=O)=C(Cl)C=3N=N2)CCC1. (4) Given the product [ClH:24].[CH3:1][N:2]1[CH2:7][CH2:6][C:5](=[CH:8][C:9]2[CH:17]=[CH:16][C:12]([C:13]([Cl:24])=[O:14])=[CH:11][C:10]=2[C:18]([F:21])([F:20])[F:19])[CH2:4][CH2:3]1, predict the reactants needed to synthesize it. The reactants are: [CH3:1][N:2]1[CH2:7][CH2:6][C:5](=[CH:8][C:9]2[CH:17]=[CH:16][C:12]([C:13](O)=[O:14])=[CH:11][C:10]=2[C:18]([F:21])([F:20])[F:19])[CH2:4][CH2:3]1.S(Cl)([Cl:24])=O. (5) Given the product [ClH:32].[ClH:32].[NH2:56][CH2:57][CH2:58][CH2:59][NH:60][C:51]([C:43]1[CH:42]=[C:41]([S:40][C:38]2[NH:37][C:36]3[CH:54]=[CH:55][C:33]([Cl:32])=[CH:34][C:35]=3[N:39]=2)[C:46]2[NH:47][C:48](=[O:50])[NH:49][C:45]=2[CH:44]=1)=[O:53], predict the reactants needed to synthesize it. The reactants are: CN(C(ON1N=NC2C=CC=CC1=2)=[N+](C)C)C.[B-](F)(F)(F)F.CCN(C(C)C)C(C)C.[Cl:32][C:33]1[CH:55]=[CH:54][C:36]2[NH:37][C:38]([S:40][C:41]3[C:46]4[NH:47][C:48](=[O:50])[NH:49][C:45]=4[CH:44]=[C:43]([C:51]([OH:53])=O)[CH:42]=3)=[N:39][C:35]=2[CH:34]=1.[NH2:56][CH2:57][CH2:58][CH2:59][NH:60]C(=O)OC(C)(C)C. (6) Given the product [CH2:16]([O:18][C:19]([C:21]1[S:25][C:24]([NH:26][C:4](=[O:6])[C:3]2[CH:7]=[C:8]([N:11]3[CH:15]=[CH:14][CH:13]=[CH:12]3)[CH:9]=[CH:10][C:2]=2[OH:1])=[N:23][C:22]=1[C:27]1[CH:32]=[CH:31][CH:30]=[CH:29][CH:28]=1)=[O:20])[CH3:17], predict the reactants needed to synthesize it. The reactants are: [OH:1][C:2]1[CH:10]=[CH:9][C:8]([N:11]2[CH:15]=[CH:14][CH:13]=[CH:12]2)=[CH:7][C:3]=1[C:4]([OH:6])=O.[CH2:16]([O:18][C:19]([C:21]1[S:25][C:24]([NH2:26])=[N:23][C:22]=1[C:27]1[CH:32]=[CH:31][CH:30]=[CH:29][CH:28]=1)=[O:20])[CH3:17].